Regression. Given a peptide amino acid sequence and an MHC pseudo amino acid sequence, predict their binding affinity value. This is MHC class I binding data. From a dataset of Peptide-MHC class I binding affinity with 185,985 pairs from IEDB/IMGT. The peptide sequence is EALGPFQSFVS. The MHC is H-2-Db with pseudo-sequence H-2-Db. The binding affinity (normalized) is 0.